This data is from KCNQ2 potassium channel screen with 302,405 compounds. The task is: Binary Classification. Given a drug SMILES string, predict its activity (active/inactive) in a high-throughput screening assay against a specified biological target. (1) The compound is OC(=O)C1C(C\C(CC1)=C\C\C=C(/C)C)C(O)=O. The result is 0 (inactive). (2) The molecule is O=C(N1CCN(CC1)c1n2nc(nc2nc(c1)C)C)c1occc1. The result is 0 (inactive). (3) The drug is S(=O)(=O)(N(CC(=O)Nc1c(n(n(c1=O)c1ccccc1)C)C)c1ccc(OCC)cc1)c1ccc(F)cc1. The result is 0 (inactive). (4) The molecule is O=C(c1n2c(nc1C)cccc2)/C=C\c1ccc(OC)cc1. The result is 0 (inactive). (5) The drug is S(=O)(=O)(Nc1ccc(C(=O)CC(=O)Nc2ccc([N+]([O-])=O)cc2)cc1)C. The result is 0 (inactive). (6) The compound is ClC12C(C3C(C(O)(C(C3)C)C(=O)CO)(CC1O)C)CCC=1C2(C)C=CC(=O)C1. The result is 0 (inactive).